Dataset: Full USPTO retrosynthesis dataset with 1.9M reactions from patents (1976-2016). Task: Predict the reactants needed to synthesize the given product. The reactants are: [H-].[H-].[H-].[H-].[Li+].[Al+3].[Br:7][C:8]1[CH:20]=[N:19][C:11]2[NH:12][C:13](=O)[C@@H:14]([CH3:17])[NH:15][CH2:16][C:10]=2[CH:9]=1. Given the product [Br:7][C:8]1[CH:20]=[N:19][C:11]2[NH:12][CH2:13][C@@H:14]([CH3:17])[NH:15][CH2:16][C:10]=2[CH:9]=1, predict the reactants needed to synthesize it.